From a dataset of CYP2D6 substrate classification data from Carbon-Mangels et al.. Regression/Classification. Given a drug SMILES string, predict its absorption, distribution, metabolism, or excretion properties. Task type varies by dataset: regression for continuous measurements (e.g., permeability, clearance, half-life) or binary classification for categorical outcomes (e.g., BBB penetration, CYP inhibition). Dataset: cyp2d6_substrate_carbonmangels. The molecule is CC(C)(C)NC[C@H](O)COc1ccccc1C1CCCC1. The result is 1 (substrate).